Dataset: Reaction yield outcomes from USPTO patents with 853,638 reactions. Task: Predict the reaction yield, written as a fraction of the theoretical maximum amount of product (1.0 means a 100% yield; for example, 0.34 means a 34% yield). (1) The reactants are [Cl:1][C:2]1[CH:3]=[CH:4][C:5]([CH:8]([OH:15])C2C=CC=CC=2)=[N:6][CH:7]=1.Cl[C:17]1[CH:22]=[CH:21][N+:20]([O-:23])=[CH:19][CH:18]=1. No catalyst specified. The product is [Cl:1][C:2]1[CH:3]=[CH:4][C:5]([CH2:8][O:15][C:17]2[CH:22]=[CH:21][N+:20]([O-:23])=[CH:19][CH:18]=2)=[N:6][CH:7]=1. The yield is 0.400. (2) The reactants are Cl[C:2]1[NH:3][C:4]([C:12]2[CH:17]=[CH:16][CH:15]=[CH:14][C:13]=2[F:18])=[C:5]([CH3:11])[C:6]=1[C:7]([O:9][CH3:10])=[O:8]. The catalyst is CO.[C].[Pd]. The product is [F:18][C:13]1[CH:14]=[CH:15][CH:16]=[CH:17][C:12]=1[C:4]1[NH:3][CH:2]=[C:6]([C:7]([O:9][CH3:10])=[O:8])[C:5]=1[CH3:11]. The yield is 0.760. (3) The reactants are Br[C:2]1[CH:19]=[CH:18][C:5]([C:6]([NH:8][C:9]2[S:10][C:11]3[CH2:17][CH2:16][CH2:15][CH2:14][C:12]=3[N:13]=2)=[O:7])=[CH:4][CH:3]=1.[B:20]1([B:20]2[O:24][C:23]([CH3:26])([CH3:25])[C:22]([CH3:28])([CH3:27])[O:21]2)[O:24][C:23]([CH3:26])([CH3:25])[C:22]([CH3:28])([CH3:27])[O:21]1.C([O-])(=O)C.[K+]. The catalyst is C1C=CC(P(C2C=CC=CC=2)[C-]2C=CC=C2)=CC=1.C1C=CC(P(C2C=CC=CC=2)[C-]2C=CC=C2)=CC=1.Cl[Pd]Cl.[Fe+2].O. The product is [S:10]1[C:11]2[CH2:17][CH2:16][CH2:15][CH2:14][C:12]=2[N:13]=[C:9]1[NH:8][C:6](=[O:7])[C:5]1[CH:18]=[CH:19][C:2]([B:20]2[O:24][C:23]([CH3:26])([CH3:25])[C:22]([CH3:28])([CH3:27])[O:21]2)=[CH:3][CH:4]=1. The yield is 0.293. (4) The reactants are [N:1]([CH2:4][C:5]([O:7]CC)=[O:6])=[C:2]=[O:3].[CH:10]1([N:16]2[C:21](=[O:22])[CH2:20][C:19](=[O:23])[N:18]([CH:24]3[CH2:29][CH2:28][CH2:27][CH2:26][CH2:25]3)[C:17]2=[O:30])[CH2:15][CH2:14][CH2:13][CH2:12][CH2:11]1.C(N(C(C)C)CC)(C)C. The catalyst is ClCCl. The product is [CH:10]1([N:16]2[C:21]([OH:22])=[C:20]([C:2]([NH:1][CH2:4][C:5]([OH:7])=[O:6])=[O:3])[C:19](=[O:23])[N:18]([CH:24]3[CH2:25][CH2:26][CH2:27][CH2:28][CH2:29]3)[C:17]2=[O:30])[CH2:11][CH2:12][CH2:13][CH2:14][CH2:15]1. The yield is 0.660. (5) The reactants are [CH3:1][N:2]([CH3:16])[C:3]1[CH:8]=[CH:7][C:6]([N:9]=[N:10][C:11]2[S:12][CH:13]=[CH:14][N:15]=2)=[CH:5][CH:4]=1.[CH2:17]1[CH2:23][S:20](=[O:22])(=[O:21])[O:19][CH2:18]1.O1CCCC1. The catalyst is CN1CCCC1=O. The product is [CH3:1][N:2]([CH3:16])[C:3]1[CH:4]=[CH:5][C:6]([N:9]=[N:10][C:11]2[S:12][CH:13]=[CH:14][N+:15]=2[CH2:18][CH2:17][CH2:23][S:20]([O-:22])(=[O:21])=[O:19])=[CH:7][CH:8]=1. The yield is 0.450.